From a dataset of Forward reaction prediction with 1.9M reactions from USPTO patents (1976-2016). Predict the product of the given reaction. (1) Given the reactants Br[C:2]1[C:7]([C:8]([F:11])([F:10])[F:9])=[CH:6][CH:5]=[CH:4][C:3]=1[F:12].[NH2:13][C:14]1[CH:19]=[CH:18][C:17](B2OC(C)(C)C(C)(C)O2)=[CH:16][C:15]=1[N+:29]([O-:31])=[O:30], predict the reaction product. The product is: [F:12][C:3]1[CH:4]=[CH:5][CH:6]=[C:7]([C:8]([F:11])([F:10])[F:9])[C:2]=1[C:17]1[CH:18]=[CH:19][C:14]([NH2:13])=[C:15]([N+:29]([O-:31])=[O:30])[CH:16]=1. (2) Given the reactants [Si](Cl)(C)(C)C.Br[C:7]([F:14])([F:13])[C:8]([O:10][CH2:11][CH3:12])=[O:9].[CH2:15]([O:17][C:18](=[O:39])[CH2:19][CH2:20][N:21]([CH2:29]N1C2C=CC=CC=2N=N1)[CH2:22][C:23]1[CH:28]=[CH:27][CH:26]=[CH:25][CH:24]=1)[CH3:16].C([O-])(O)=O.[Na+], predict the reaction product. The product is: [CH2:11]([O:10][C:8](=[O:9])[C:7]([F:14])([F:13])[CH2:29][N:21]([CH2:22][C:23]1[CH:24]=[CH:25][CH:26]=[CH:27][CH:28]=1)[CH2:20][CH2:19][C:18]([O:17][CH2:15][CH3:16])=[O:39])[CH3:12].